From a dataset of Reaction yield outcomes from USPTO patents with 853,638 reactions. Predict the reaction yield, written as a fraction of the theoretical maximum amount of product (1.0 means a 100% yield; for example, 0.34 means a 34% yield). (1) The reactants are [NH2:1][C:2]1[CH:9]=[CH:8][CH:7]=[C:6]([Cl:10])[C:3]=1[CH:4]=[O:5].[F:11][C:12]1[CH:13]=[C:14]([CH:18]=[CH:19][C:20]=1[F:21])[CH2:15][Mg]Br. The catalyst is C(OCC)(=O)C. The product is [NH2:1][C:2]1[CH:9]=[CH:8][CH:7]=[C:6]([Cl:10])[C:3]=1[CH:4]([OH:5])[CH2:15][C:14]1[CH:18]=[CH:19][C:20]([F:21])=[C:12]([F:11])[CH:13]=1. The yield is 0.570. (2) The reactants are Br[C:2]1[CH:8]=[C:7]([N+:9]([O-:11])=[O:10])[CH:6]=[CH:5][C:3]=1[NH2:4].[C:12]([CH:14]1[CH2:16][CH2:15]1)#[CH:13]. The catalyst is C(N(CC)CC)C.[Cu]I.Cl[Pd](Cl)([P](C1C=CC=CC=1)(C1C=CC=CC=1)C1C=CC=CC=1)[P](C1C=CC=CC=1)(C1C=CC=CC=1)C1C=CC=CC=1. The product is [CH:14]1([C:12]#[C:13][C:2]2[CH:8]=[C:7]([N+:9]([O-:11])=[O:10])[CH:6]=[CH:5][C:3]=2[NH2:4])[CH2:16][CH2:15]1. The yield is 0.230.